Dataset: NCI-60 drug combinations with 297,098 pairs across 59 cell lines. Task: Regression. Given two drug SMILES strings and cell line genomic features, predict the synergy score measuring deviation from expected non-interaction effect. (1) Drug 1: COC1=C(C=C2C(=C1)N=CN=C2NC3=CC(=C(C=C3)F)Cl)OCCCN4CCOCC4. Drug 2: C1CNP(=O)(OC1)N(CCCl)CCCl. Cell line: NCIH23. Synergy scores: CSS=15.8, Synergy_ZIP=-3.13, Synergy_Bliss=4.94, Synergy_Loewe=-18.8, Synergy_HSA=2.64. (2) Drug 1: C1=C(C(=O)NC(=O)N1)F. Drug 2: C1=CC(=CC=C1CC(C(=O)O)N)N(CCCl)CCCl.Cl. Cell line: SR. Synergy scores: CSS=74.4, Synergy_ZIP=-2.08, Synergy_Bliss=-3.97, Synergy_Loewe=-4.52, Synergy_HSA=-1.20. (3) Drug 1: C1CC(=O)NC(=O)C1N2CC3=C(C2=O)C=CC=C3N. Drug 2: C1CC(C1)(C(=O)O)C(=O)O.[NH2-].[NH2-].[Pt+2]. Cell line: RXF 393. Synergy scores: CSS=35.4, Synergy_ZIP=-1.88, Synergy_Bliss=-1.76, Synergy_Loewe=-8.71, Synergy_HSA=-0.209. (4) Cell line: MDA-MB-231. Drug 2: CCN(CC)CCCC(C)NC1=C2C=C(C=CC2=NC3=C1C=CC(=C3)Cl)OC. Drug 1: C1C(C(OC1N2C=C(C(=O)NC2=O)F)CO)O. Synergy scores: CSS=4.62, Synergy_ZIP=-3.06, Synergy_Bliss=1.83, Synergy_Loewe=-1.36, Synergy_HSA=1.27. (5) Drug 1: C1CCN(CC1)CCOC2=CC=C(C=C2)C(=O)C3=C(SC4=C3C=CC(=C4)O)C5=CC=C(C=C5)O. Drug 2: CC12CCC3C(C1CCC2OP(=O)(O)O)CCC4=C3C=CC(=C4)OC(=O)N(CCCl)CCCl.[Na+]. Cell line: OVCAR-8. Synergy scores: CSS=-5.66, Synergy_ZIP=1.77, Synergy_Bliss=-2.06, Synergy_Loewe=-6.14, Synergy_HSA=-5.19. (6) Drug 2: CCCCCOC(=O)NC1=NC(=O)N(C=C1F)C2C(C(C(O2)C)O)O. Synergy scores: CSS=9.45, Synergy_ZIP=1.37, Synergy_Bliss=6.66, Synergy_Loewe=4.18, Synergy_HSA=4.87. Cell line: T-47D. Drug 1: CCCS(=O)(=O)NC1=C(C(=C(C=C1)F)C(=O)C2=CNC3=C2C=C(C=N3)C4=CC=C(C=C4)Cl)F. (7) Drug 1: CCCS(=O)(=O)NC1=C(C(=C(C=C1)F)C(=O)C2=CNC3=C2C=C(C=N3)C4=CC=C(C=C4)Cl)F. Drug 2: CCN(CC)CCCC(C)NC1=C2C=C(C=CC2=NC3=C1C=CC(=C3)Cl)OC. Cell line: MCF7. Synergy scores: CSS=45.6, Synergy_ZIP=11.0, Synergy_Bliss=13.2, Synergy_Loewe=3.49, Synergy_HSA=11.7. (8) Drug 1: CC(CN1CC(=O)NC(=O)C1)N2CC(=O)NC(=O)C2. Drug 2: CNC(=O)C1=NC=CC(=C1)OC2=CC=C(C=C2)NC(=O)NC3=CC(=C(C=C3)Cl)C(F)(F)F. Cell line: EKVX. Synergy scores: CSS=10.8, Synergy_ZIP=-6.83, Synergy_Bliss=-1.15, Synergy_Loewe=-7.44, Synergy_HSA=0.469. (9) Drug 1: C1=C(C(=O)NC(=O)N1)F. Drug 2: CN(C)C1=NC(=NC(=N1)N(C)C)N(C)C. Cell line: HL-60(TB). Synergy scores: CSS=55.8, Synergy_ZIP=-3.49, Synergy_Bliss=-13.6, Synergy_Loewe=-26.0, Synergy_HSA=-15.5. (10) Drug 1: C1=NC2=C(N=C(N=C2N1C3C(C(C(O3)CO)O)O)F)N. Drug 2: C1=NC(=NC(=O)N1C2C(C(C(O2)CO)O)O)N. Cell line: UACC-257. Synergy scores: CSS=6.89, Synergy_ZIP=-0.00684, Synergy_Bliss=3.55, Synergy_Loewe=-3.35, Synergy_HSA=-0.110.